From a dataset of NCI-60 drug combinations with 297,098 pairs across 59 cell lines. Regression. Given two drug SMILES strings and cell line genomic features, predict the synergy score measuring deviation from expected non-interaction effect. (1) Drug 1: C1C(C(OC1N2C=NC3=C(N=C(N=C32)Cl)N)CO)O. Drug 2: CC1=C(C(=CC=C1)Cl)NC(=O)C2=CN=C(S2)NC3=CC(=NC(=N3)C)N4CCN(CC4)CCO. Cell line: EKVX. Synergy scores: CSS=-0.473, Synergy_ZIP=0.0115, Synergy_Bliss=-1.52, Synergy_Loewe=-6.31, Synergy_HSA=-4.95. (2) Drug 1: C1=NC2=C(N1)C(=S)N=C(N2)N. Drug 2: COC1=NC(=NC2=C1N=CN2C3C(C(C(O3)CO)O)O)N. Cell line: BT-549. Synergy scores: CSS=26.1, Synergy_ZIP=-2.97, Synergy_Bliss=-0.529, Synergy_Loewe=-19.5, Synergy_HSA=-2.74. (3) Drug 1: CC1CCC2CC(C(=CC=CC=CC(CC(C(=O)C(C(C(=CC(C(=O)CC(OC(=O)C3CCCCN3C(=O)C(=O)C1(O2)O)C(C)CC4CCC(C(C4)OC)OCCO)C)C)O)OC)C)C)C)OC. Drug 2: CC(C)NC(=O)C1=CC=C(C=C1)CNNC.Cl. Cell line: COLO 205. Synergy scores: CSS=-3.62, Synergy_ZIP=3.97, Synergy_Bliss=4.01, Synergy_Loewe=4.34, Synergy_HSA=-4.66. (4) Drug 1: CC12CCC(CC1=CCC3C2CCC4(C3CC=C4C5=CN=CC=C5)C)O. Drug 2: C1=NC(=NC(=O)N1C2C(C(C(O2)CO)O)O)N. Cell line: HCT-15. Synergy scores: CSS=13.3, Synergy_ZIP=-1.17, Synergy_Bliss=2.18, Synergy_Loewe=-3.66, Synergy_HSA=-0.870.